Task: Predict the reactants needed to synthesize the given product.. Dataset: Full USPTO retrosynthesis dataset with 1.9M reactions from patents (1976-2016) (1) Given the product [OH:2][CH2:1][C@@H:3]1[CH2:5][C@H:4]1[C:6]([O:8][CH2:9][CH3:10])=[O:7], predict the reactants needed to synthesize it. The reactants are: [CH:1]([CH:3]1[CH2:5][CH:4]1[C:6]([O:8][CH2:9][CH3:10])=[O:7])=[O:2].[BH4-].[Na+].[NH4+].[Cl-].O. (2) The reactants are: [CH3:1][O:2][C:3]1[CH:8]=[C:7]([N+:9]([O-:11])=[O:10])[CH:6]=[CH:5][C:4]=1[CH3:12].C(O[CH:18](N(C)C)[N:19](C)C)(C)(C)C.NOS(O)(=O)=O. Given the product [CH3:1][O:2][C:3]1[CH:8]=[C:7]([N+:9]([O-:11])=[O:10])[CH:6]=[CH:5][C:4]=1[CH2:12][C:18]#[N:19], predict the reactants needed to synthesize it. (3) Given the product [CH3:1][O:2][C:3]([C:5]1([NH:10][C:11]([CH:13]2[CH2:17][CH:16]([O:18][C:19]3[C:28]4[C:23](=[C:24]([Cl:36])[C:25]([O:29][CH2:30][CH2:31][N:64]5[CH2:69][CH2:68][O:67][CH2:66][CH2:65]5)=[CH:26][CH:27]=4)[N:22]=[C:21]([C:37]4[N:38]=[C:39]([NH:42][CH:43]([CH3:44])[CH3:45])[S:40][CH:41]=4)[CH:20]=3)[CH2:15][N:14]2[C:46](=[O:62])[CH:47]([NH:52][C:53]([O:55][CH:56]2[CH2:57][CH:58]3[CH:60]([CH2:59]3)[CH2:61]2)=[O:54])[C:48]([CH3:50])([CH3:51])[CH3:49])=[O:12])[CH2:7][CH:6]1[CH2:8][CH3:9])=[O:4], predict the reactants needed to synthesize it. The reactants are: [CH3:1][O:2][C:3]([C:5]1([NH:10][C:11]([CH:13]2[CH2:17][CH:16]([O:18][C:19]3[C:28]4[C:23](=[C:24]([Cl:36])[C:25]([O:29][CH2:30][CH:31](OC)OC)=[CH:26][CH:27]=4)[N:22]=[C:21]([C:37]4[N:38]=[C:39]([NH:42][CH:43]([CH3:45])[CH3:44])[S:40][CH:41]=4)[CH:20]=3)[CH2:15][N:14]2[C:46](=[O:62])[CH:47]([NH:52][C:53]([O:55][CH:56]2[CH2:61][CH:60]3[CH:58]([CH2:59]3)[CH2:57]2)=[O:54])[C:48]([CH3:51])([CH3:50])[CH3:49])=[O:12])[CH2:7][CH:6]1[CH2:8][CH3:9])=[O:4].Cl.[NH:64]1[CH2:69][CH2:68][O:67][CH2:66][CH2:65]1.C(O[BH-](OC(=O)C)OC(=O)C)(=O)C.[Na+].C([O-])(O)=O.[Na+]. (4) Given the product [CH2:5]([O:7][P:8]([CH:13]([F:19])[C:14]([O:4][CH2:1][C:2]#[CH:3])=[O:15])([O:10][CH2:11][CH3:12])=[O:9])[CH3:6], predict the reactants needed to synthesize it. The reactants are: [CH2:1]([OH:4])[C:2]#[CH:3].[CH2:5]([O:7][P:8]([CH:13]([F:19])[C:14](OCC)=[O:15])([O:10][CH2:11][CH3:12])=[O:9])[CH3:6]. (5) Given the product [Cl:15][C:4]1[CH:3]=[C:2]([C:20]2[CH:21]=[CH:22][C:17]([Cl:16])=[CH:18][CH:19]=2)[CH:14]=[CH:13][C:5]=1[O:6][CH2:7][C:8]([O:10][CH2:11][CH3:12])=[O:9], predict the reactants needed to synthesize it. The reactants are: Br[C:2]1[CH:14]=[CH:13][C:5]([O:6][CH2:7][C:8]([O:10][CH2:11][CH3:12])=[O:9])=[C:4]([Cl:15])[CH:3]=1.[Cl:16][C:17]1[CH:22]=[CH:21][C:20](OB(O)O)=[CH:19][CH:18]=1. (6) Given the product [CH3:1][S:2]([N:5]1[CH2:6][CH2:7][CH:8]([C:11]2[O:12][CH:13]=[C:14]([C:16]([OH:18])=[O:17])[N:15]=2)[CH2:9][CH2:10]1)(=[O:3])=[O:4], predict the reactants needed to synthesize it. The reactants are: [CH3:1][S:2]([N:5]1[CH2:10][CH2:9][CH:8]([C:11]2[O:12][CH:13]=[C:14]([C:16]([O:18]CC)=[O:17])[N:15]=2)[CH2:7][CH2:6]1)(=[O:4])=[O:3].[OH-].[Li+]. (7) Given the product [Br:1][C:2]1[CH:3]=[C:4]2[C:12](=[CH:13][CH:14]=1)[NH:11][C:10]1[CH:9]([C:15]3[CH:20]=[CH:19][C:18]([CH3:21])=[CH:17][CH:16]=3)[N:8]([C:22](=[O:31])[CH2:23][CH2:24][C:25]3[CH:30]=[CH:29][CH:28]=[CH:27][CH:26]=3)[CH2:7][CH2:6][C:5]2=1, predict the reactants needed to synthesize it. The reactants are: [Br:1][C:2]1[CH:3]=[C:4]2[C:12](=[CH:13][CH:14]=1)[NH:11][C:10]1[CH:9]([C:15]3[CH:20]=[CH:19][C:18]([CH3:21])=[CH:17][CH:16]=3)[NH:8][CH2:7][CH2:6][C:5]2=1.[C:22](Cl)(=[O:31])[CH2:23][CH2:24][C:25]1[CH:30]=[CH:29][CH:28]=[CH:27][CH:26]=1. (8) Given the product [F:1][C:2]1[CH:7]=[CH:6][C:5]([N+:15]([O-:17])=[O:16])=[C:4]([F:8])[C:3]=1[I:9], predict the reactants needed to synthesize it. The reactants are: [F:1][C:2]1[CH:7]=[CH:6][CH:5]=[C:4]([F:8])[C:3]=1[I:9].OS(O)(=O)=O.[N+:15]([O-])([OH:17])=[O:16].[OH-].[Na+]. (9) The reactants are: [C:1]([C:4]1[C:5]([F:40])=[C:6]([CH:36]=[CH:37][C:38]=1[F:39])[O:7][CH:8]([C:21]1[O:22][CH:23]=[C:24]([C:26]2[CH:31]=[CH:30][C:29]([C:32]([F:35])([F:34])[F:33])=[CH:28][CH:27]=2)[N:25]=1)[CH2:9][NH:10]C(=O)OCC1C=CC=CC=1)(=[O:3])[NH2:2]. Given the product [NH2:10][CH2:9][CH:8]([C:21]1[O:22][CH:23]=[C:24]([C:26]2[CH:31]=[CH:30][C:29]([C:32]([F:33])([F:35])[F:34])=[CH:28][CH:27]=2)[N:25]=1)[O:7][C:6]1[C:5]([F:40])=[C:4]([C:38]([F:39])=[CH:37][CH:36]=1)[C:1]([NH2:2])=[O:3], predict the reactants needed to synthesize it.